From a dataset of Forward reaction prediction with 1.9M reactions from USPTO patents (1976-2016). Predict the product of the given reaction. (1) Given the reactants N[C:2]1[N:11]=[CH:10][C:9]2[CH2:8][CH2:7][C:6]3[C:12]([C:16]([NH:18][C@@H:19]([C:27]4[CH:32]=[CH:31][CH:30]=[CH:29][CH:28]=4)[CH2:20][N:21]4[CH2:26][CH2:25][O:24][CH2:23][CH2:22]4)=[O:17])=[N:13][N:14]([CH3:15])[C:5]=3[C:4]=2[N:3]=1.[I-:33].[Cs+].II.N(OCCC(C)C)=O, predict the reaction product. The product is: [I:33][C:2]1[N:11]=[CH:10][C:9]2[CH2:8][CH2:7][C:6]3[C:12]([C:16]([NH:18][C@@H:19]([C:27]4[CH:32]=[CH:31][CH:30]=[CH:29][CH:28]=4)[CH2:20][N:21]4[CH2:22][CH2:23][O:24][CH2:25][CH2:26]4)=[O:17])=[N:13][N:14]([CH3:15])[C:5]=3[C:4]=2[N:3]=1. (2) The product is: [CH2:1]([NH:4][C:5]1[C:9]([C:10](=[O:12])[CH:11]=[CH2:25])=[CH:8][N:7]([CH2:13][C:14]2[CH:15]=[CH:16][C:17]([O:20][CH3:21])=[CH:18][CH:19]=2)[N:6]=1)[CH:2]=[CH2:3]. Given the reactants [CH2:1]([NH:4][C:5]1[C:9]([C:10](=[O:12])[CH3:11])=[CH:8][N:7]([CH2:13][C:14]2[CH:19]=[CH:18][C:17]([O:20][CH3:21])=[CH:16][CH:15]=2)[N:6]=1)[CH:2]=[CH2:3].C=O.F[C:25](F)(F)C([O-])=O.C([NH2+]C(C)C)(C)C.C(O)(C(F)(F)F)=O.Cl, predict the reaction product. (3) Given the reactants Cl[C:2]1[CH:7]=[C:6]([C:8]2[CH:12]=[CH:11][S:10][CH:9]=2)[N:5]=[C:4]2[CH2:13][CH2:14][CH2:15][C:3]=12.[NH2:16][C:17]1[CH:22]=[CH:21][C:20]([CH2:23][CH2:24][OH:25])=[CH:19][CH:18]=1, predict the reaction product. The product is: [S:10]1[CH:11]=[CH:12][C:8]([C:6]2[N:5]=[C:4]3[CH2:13][CH2:14][CH2:15][C:3]3=[C:2]([NH:16][C:17]3[CH:22]=[CH:21][C:20]([CH2:23][CH2:24][OH:25])=[CH:19][CH:18]=3)[CH:7]=2)=[CH:9]1. (4) Given the reactants [F:1][C:2]1[CH:7]=[CH:6][C:5]([CH:8]([C:12]2[N:21]=[C:20]([NH:22][C:23]3[CH:27]=[C:26]([CH3:28])[NH:25][N:24]=3)[C:19]3[C:14](=[CH:15][CH:16]=[CH:17][CH:18]=3)[N:13]=2)[CH2:9][C:10]#[N:11])=[CH:4][CH:3]=1.[H-].[Al+3].[Li+].[H-].[H-].[H-].[OH-].[Na+].CO, predict the reaction product. The product is: [NH2:11][CH2:10][CH2:9][CH:8]([C:12]1[N:21]=[C:20]([NH:22][C:23]2[CH:27]=[C:26]([CH3:28])[NH:25][N:24]=2)[C:19]2[C:14](=[CH:15][CH:16]=[CH:17][CH:18]=2)[N:13]=1)[C:5]1[CH:4]=[CH:3][C:2]([F:1])=[CH:7][CH:6]=1.